Dataset: Forward reaction prediction with 1.9M reactions from USPTO patents (1976-2016). Task: Predict the product of the given reaction. (1) Given the reactants [CH3:1][O:2][C:3]1[C:8]([O:9][CH3:10])=[CH:7][N:6]=[C:5]([NH:11][S:12]([C:15]2[CH:20]=[CH:19][CH:18]=[CH:17][C:16]=2[N+:21]([O-])=O)(=[O:14])=[O:13])[N:4]=1.[C:24](O)(=[O:26])C.C(N1C=CN=C1)(N1C=CN=C1)=O.C(N(CC)CC)C, predict the reaction product. The product is: [CH3:1][O:2][C:3]1[C:8]([O:9][CH3:10])=[CH:7][N:6]=[C:5]([N:11]2[C:24](=[O:26])[NH:21][C:16]3[CH:17]=[CH:18][CH:19]=[CH:20][C:15]=3[S:12]2(=[O:14])=[O:13])[N:4]=1. (2) The product is: [CH3:25][C:20]1[C:21]([C:22]([NH2:24])=[O:23])=[C:17]([NH:16][C:13](=[O:15])[CH2:12][N:3]2[C:4]3[C:9](=[CH:8][CH:7]=[CH:6][CH:5]=3)[CH2:10][CH2:11][C:2]2=[O:1])[S:18][CH:19]=1. Given the reactants [O:1]=[C:2]1[CH2:11][CH2:10][C:9]2[C:4](=[CH:5][CH:6]=[CH:7][CH:8]=2)[N:3]1[CH2:12][C:13]([OH:15])=O.[NH2:16][C:17]1[S:18][CH:19]=[C:20]([CH3:25])[C:21]=1[C:22]([NH2:24])=[O:23], predict the reaction product.